This data is from Reaction yield outcomes from USPTO patents with 853,638 reactions. The task is: Predict the reaction yield, written as a fraction of the theoretical maximum amount of product (1.0 means a 100% yield; for example, 0.34 means a 34% yield). (1) The reactants are [F:1][C:2]1[CH:7]=[CH:6][C:5]([C:8]2[CH:12]=[CH:11][NH:10][CH:9]=2)=[CH:4][CH:3]=1.[H-].[Na+].[CH2:15]([O:22][C:23]1[C:24]([C:35]([O-:37])=[O:36])=[N:25][C:26]([CH2:33]Cl)=[N:27][C:28]=1[O:29][CH2:30][O:31][CH3:32])[C:16]1[CH:21]=[CH:20][CH:19]=[CH:18][CH:17]=1.[Cl-].[NH4+]. The catalyst is CN(C)C=O. The product is [CH2:15]([O:22][C:23]1[C:24]([C:35]([O:37][C:5]([CH3:8])([CH3:6])[CH3:4])=[O:36])=[N:25][C:26]([CH2:33][N:10]2[CH:11]=[CH:12][C:8]([C:5]3[CH:4]=[CH:3][C:2]([F:1])=[CH:7][CH:6]=3)=[CH:9]2)=[N:27][C:28]=1[O:29][CH2:30][O:31][CH3:32])[C:16]1[CH:21]=[CH:20][CH:19]=[CH:18][CH:17]=1. The yield is 0.120. (2) The reactants are [F:1][C:2]([C:12]1[CH:17]=[CH:16][C:15](I)=[CH:14][CH:13]=1)([CH3:11])[CH2:3][NH:4][S:5]([CH:8]([CH3:10])[CH3:9])(=[O:7])=[O:6].C([O-])(=O)C.[K+].Br[C:25]1[CH:30]=[CH:29][C:28]([S:31]([NH2:34])(=[O:33])=[O:32])=[CH:27][CH:26]=1.C(=O)([O-])[O-].[Na+].[Na+].O. The catalyst is CN(C=O)C.C1C=CC(P(C2C=CC=CC=2)[C-]2C=CC=C2)=CC=1.C1C=CC(P(C2C=CC=CC=2)[C-]2C=CC=C2)=CC=1.Cl[Pd]Cl.[Fe+2].O. The product is [F:1][C@:2]([C:12]1[CH:17]=[CH:16][C:15]([C:25]2[CH:30]=[CH:29][C:28]([S:31]([NH2:34])(=[O:33])=[O:32])=[CH:27][CH:26]=2)=[CH:14][CH:13]=1)([CH3:11])[CH2:3][NH:4][S:5]([CH:8]([CH3:10])[CH3:9])(=[O:7])=[O:6]. The yield is 0.670.